Dataset: Reaction yield outcomes from USPTO patents with 853,638 reactions. Task: Predict the reaction yield, written as a fraction of the theoretical maximum amount of product (1.0 means a 100% yield; for example, 0.34 means a 34% yield). The reactants are [CH3:1][C:2]([CH3:16])([CH2:13][CH:14]=[CH2:15])[CH2:3][S:4](C1N=CC=CN=1)(=[O:6])=[O:5].C[O-].[Na+:19]. The catalyst is CO. The product is [CH3:1][C:2]([CH3:16])([CH2:13][CH:14]=[CH2:15])[CH2:3][S:4]([O-:6])=[O:5].[Na+:19]. The yield is 0.667.